From a dataset of Catalyst prediction with 721,799 reactions and 888 catalyst types from USPTO. Predict which catalyst facilitates the given reaction. (1) Reactant: [NH2:1][C:2]1[N:7]=[C:6]([N:8]2[CH:17]([CH3:18])[CH2:16][C:15]3[C:10](=[CH:11][C:12]([C:19]4[S:20][C:21]([C:24]([OH:26])=O)=[CH:22][N:23]=4)=[CH:13][CH:14]=3)[CH2:9]2)[CH:5]=[C:4]([N:27]2[CH2:32][CH2:31][N:30]([CH3:33])[CH2:29][CH2:28]2)[N:3]=1.F[P-](F)(F)(F)(F)F.[N:41]1(O[P+](N(C)C)(N(C)C)N(C)C)[C:45]2C=CC=CC=2N=N1.CN.O1CCCC1. Product: [NH2:1][C:2]1[N:7]=[C:6]([N:8]2[CH:17]([CH3:18])[CH2:16][C:15]3[C:10](=[CH:11][C:12]([C:19]4[S:20][C:21]([C:24]([NH:41][CH3:45])=[O:26])=[CH:22][N:23]=4)=[CH:13][CH:14]=3)[CH2:9]2)[CH:5]=[C:4]([N:27]2[CH2:32][CH2:31][N:30]([CH3:33])[CH2:29][CH2:28]2)[N:3]=1. The catalyst class is: 121. (2) Reactant: [CH2:1]([O:5][C:6]([N:8]1[CH2:13][CH2:12][N:11]([C:14](=[O:51])[C@@H:15]([NH:21][C:22]([C:24]2[CH:28]=[C:27]([O:29][CH2:30][C:31]([N:33]3[CH2:37][CH2:36][CH2:35][C@H:34]3[C:38](=[O:44])[NH:39][CH:40]3[CH2:43][CH2:42][CH2:41]3)=[O:32])[N:26]([C:45]3[CH:50]=[CH:49][CH:48]=[CH:47][CH:46]=3)[N:25]=2)=[O:23])[CH2:16][CH2:17][C:18]([OH:20])=[O:19])[CH2:10][CH2:9]1)=[O:7])[CH2:2][CH2:3][CH3:4].[CH2:52](Cl)[CH2:53]Cl.C(O)C. Product: [CH2:1]([O:5][C:6]([N:8]1[CH2:13][CH2:12][N:11]([C:14](=[O:51])[C@@H:15]([NH:21][C:22]([C:24]2[CH:28]=[C:27]([O:29][CH2:30][C:31]([N:33]3[CH2:37][CH2:36][CH2:35][C@H:34]3[C:38](=[O:44])[NH:39][CH:40]3[CH2:43][CH2:42][CH2:41]3)=[O:32])[N:26]([C:45]3[CH:50]=[CH:49][CH:48]=[CH:47][CH:46]=3)[N:25]=2)=[O:23])[CH2:16][CH2:17][C:18]([O:20][CH2:52][CH3:53])=[O:19])[CH2:10][CH2:9]1)=[O:7])[CH2:2][CH2:3][CH3:4]. The catalyst class is: 154.